Dataset: Catalyst prediction with 721,799 reactions and 888 catalyst types from USPTO. Task: Predict which catalyst facilitates the given reaction. Reactant: [C:1]([O:20][CH:21]1[CH2:24][N:23](C(=O)C)[CH2:22]1)([C:14]1[CH:19]=[CH:18][CH:17]=[CH:16][CH:15]=1)([C:8]1[CH:13]=[CH:12][CH:11]=[CH:10][CH:9]=1)[C:2]1[CH:7]=[CH:6][CH:5]=[CH:4][CH:3]=1.[OH-].[Na+].C(OCC)(=O)C.[ClH:36]. Product: [ClH:36].[C:1]([O:20][CH:21]1[CH2:22][NH:23][CH2:24]1)([C:8]1[CH:9]=[CH:10][CH:11]=[CH:12][CH:13]=1)([C:14]1[CH:19]=[CH:18][CH:17]=[CH:16][CH:15]=1)[C:2]1[CH:7]=[CH:6][CH:5]=[CH:4][CH:3]=1. The catalyst class is: 125.